This data is from Catalyst prediction with 721,799 reactions and 888 catalyst types from USPTO. The task is: Predict which catalyst facilitates the given reaction. Reactant: [C:1]([O:5][C:6]([N:8]1[CH2:12][CH2:11][CH2:10][CH:9]1[C:13]1[CH:18]=[CH:17][CH:16]=[CH:15][C:14]=1[Cl:19])=[O:7])([CH3:4])([CH3:3])[CH3:2].[CH3:20]N(CCN(C)C)C.C([Li])(CC)C.IC. Product: [C:1]([O:5][C:6]([N:8]1[CH2:12][CH2:11][CH2:10][C:9]1([C:13]1[CH:18]=[CH:17][CH:16]=[CH:15][C:14]=1[Cl:19])[CH3:20])=[O:7])([CH3:4])([CH3:2])[CH3:3]. The catalyst class is: 1.